From a dataset of Catalyst prediction with 721,799 reactions and 888 catalyst types from USPTO. Predict which catalyst facilitates the given reaction. (1) Reactant: [F:1][C:2]([F:7])([CH3:6])[C:3](O)=[O:4].C(Cl)(=O)C(Cl)=O.[CH:14]([O:16][CH2:17][CH3:18])=[CH2:15].N1C=CC=CC=1. Product: [CH2:17]([O:16][CH:14]=[CH:15][C:3](=[O:4])[C:2]([F:7])([F:1])[CH3:6])[CH3:18]. The catalyst class is: 4. (2) Reactant: Cl[C:2]1[C:11]2[C:6](=[CH:7][C:8]([C:14]3[C:15]([CH3:20])=[N:16][O:17][C:18]=3[CH3:19])=[C:9]([O:12][CH3:13])[CH:10]=2)[N:5]=[CH:4][C:3]=1[N+:21]([O-:23])=[O:22].[CH3:24][N:25]1[CH:29]=[C:28]([CH:30]([NH2:32])[CH3:31])[CH:27]=[N:26]1.CCN(C(C)C)C(C)C. Product: [CH3:20][C:15]1[C:14]([C:8]2[CH:7]=[C:6]3[C:11]([C:2]([NH:32][CH:30]([C:28]4[CH:27]=[N:26][N:25]([CH3:24])[CH:29]=4)[CH3:31])=[C:3]([N+:21]([O-:23])=[O:22])[CH:4]=[N:5]3)=[CH:10][C:9]=2[O:12][CH3:13])=[C:18]([CH3:19])[O:17][N:16]=1. The catalyst class is: 179. (3) Reactant: C[O:2][C:3](=[O:37])[C@@H:4]([NH:24][C:25]([C:27]1[CH:32]=[C:31]([O:33][CH2:34][CH3:35])[CH:30]=[CH:29][C:28]=1[Br:36])=[O:26])[CH2:5][C:6]1[CH:11]=[CH:10][C:9]([C:12]2[C:17]([O:18][CH3:19])=[CH:16][C:15]([C:20]#[N:21])=[CH:14][C:13]=2[O:22][CH3:23])=[CH:8][CH:7]=1.[OH-].[Na+].Cl. Product: [O:33]1[CH2:31][CH2:32][CH2:35][CH2:34]1.[Br:36][C:28]1[CH:29]=[CH:30][C:31]([O:33][CH2:34][CH3:35])=[CH:32][C:27]=1[C:25]([NH:24][C@@H:4]([CH2:5][C:6]1[CH:7]=[CH:8][C:9]([C:12]2[C:13]([O:22][CH3:23])=[CH:14][C:15]([C:20]#[N:21])=[CH:16][C:17]=2[O:18][CH3:19])=[CH:10][CH:11]=1)[C:3]([OH:37])=[O:2])=[O:26]. The catalyst class is: 30. (4) Reactant: [Cl:1][C:2]1[N:3]=[CH:4][CH:5]=[C:6]2[C:11]=1[N:10]=[CH:9][C:8]([OH:12])=[CH:7]2.[CH:13]1([CH2:16]O)[CH2:15][CH2:14]1.C1(P(C2C=CC=CC=2)C2C=CC=CC=2)C=CC=CC=1.N(C(OC(C)C)=O)=NC(OC(C)C)=O. Product: [Cl:1][C:2]1[N:3]=[CH:4][CH:5]=[C:6]2[C:11]=1[N:10]=[CH:9][C:8]([O:12][CH2:16][CH:13]1[CH2:15][CH2:14]1)=[CH:7]2. The catalyst class is: 1.